Dataset: Full USPTO retrosynthesis dataset with 1.9M reactions from patents (1976-2016). Task: Predict the reactants needed to synthesize the given product. (1) Given the product [CH2:15]([N:12]1[CH2:13][CH2:14][CH:9]([NH:7][CH3:6])[CH2:10][CH2:11]1)[CH3:16], predict the reactants needed to synthesize it. The reactants are: C(O[C:6](=O)[N:7]([CH:9]1[CH2:14][CH2:13][N:12]([CH2:15][CH3:16])[CH2:11][CH2:10]1)C)(C)(C)C.C(O)(C(F)(F)F)=O. (2) Given the product [CH3:27][O:26][CH:3]([O:2][CH3:1])[CH2:4][O:5][C:6]1[C:7]([CH3:25])=[C:8]([C:16]([C:18]2[CH:19]=[N:20][N:21]([CH3:24])[C:22]=2[O:23][C:38]([S:37][CH2:36][CH3:35])=[O:39])=[O:17])[CH:9]=[CH:10][C:11]=1[S:12]([CH3:15])(=[O:13])=[O:14], predict the reactants needed to synthesize it. The reactants are: [CH3:1][O:2][CH:3]([O:26][CH3:27])[CH2:4][O:5][C:6]1[C:7]([CH3:25])=[C:8]([C:16]([C:18]2[CH:19]=[N:20][N:21]([CH3:24])[C:22]=2[OH:23])=[O:17])[CH:9]=[CH:10][C:11]=1[S:12]([CH3:15])(=[O:14])=[O:13].C(N(CC)CC)C.[CH3:35][CH2:36][S:37][C:38](Cl)=[O:39].C(OCC)(=O)C.